From a dataset of Forward reaction prediction with 1.9M reactions from USPTO patents (1976-2016). Predict the product of the given reaction. (1) Given the reactants [O:1]=[C:2]1[C:7]2[NH:8][C:9]3[CH:10]=[CH:11][CH:12]=[CH:13][C:14]=3[C:6]=2[N:5]=[C:4]([S:15][CH2:16][C:17](O)=[O:18])[N:3]1[C:20]1[CH:25]=[CH:24][CH:23]=[CH:22][CH:21]=1.[CH2:26]([NH2:32])[CH:27]1[O:31][CH2:30][CH2:29][CH2:28]1.C(N(CC)CC)C.CN(C(ON1N=NC2C=CC=NC1=2)=[N+](C)C)C.F[P-](F)(F)(F)(F)F, predict the reaction product. The product is: [O:1]=[C:2]1[C:7]2[NH:8][C:9]3[CH:10]=[CH:11][CH:12]=[CH:13][C:14]=3[C:6]=2[N:5]=[C:4]([S:15][CH2:16][C:17]([NH:32][CH2:26][CH:27]2[CH2:28][CH2:29][CH2:30][O:31]2)=[O:18])[N:3]1[C:20]1[CH:21]=[CH:22][CH:23]=[CH:24][CH:25]=1. (2) Given the reactants CC[N:3](C(C)C)C(C)C.[CH2:10]([O:17][N:18]1[C:24](=[O:25])[N:23]2[CH2:26][C@H:19]1[CH2:20][CH2:21][C@H:22]2[C:27]([OH:29])=O)[C:11]1[CH:16]=[CH:15][CH:14]=[CH:13][CH:12]=1.CCN=C=NCCCN(C)C.C1C=CC2N(O)N=NC=2C=1.[NH4+].[Cl-], predict the reaction product. The product is: [CH2:10]([O:17][N:18]1[C:24](=[O:25])[N:23]2[CH2:26][C@H:19]1[CH2:20][CH2:21][C@H:22]2[C:27]([NH2:3])=[O:29])[C:11]1[CH:12]=[CH:13][CH:14]=[CH:15][CH:16]=1. (3) Given the reactants [CH:1]1([C:4]2[C:5]([O:18][C@@H:19]3[CH2:24][CH2:23][CH2:22][NH:21][CH2:20]3)=[CH:6][C:7]([F:17])=[C:8]([CH:16]=2)[C:9]([O:11][C:12]([CH3:15])([CH3:14])[CH3:13])=[O:10])[CH2:3][CH2:2]1.Br[CH2:26][C:27]([N:29]([CH:33]([CH3:35])[CH3:34])[CH:30]([CH3:32])[CH3:31])=[O:28].C(=O)([O-])[O-].[K+].[K+], predict the reaction product. The product is: [CH:1]1([C:4]2[C:5]([O:18][C@@H:19]3[CH2:24][CH2:23][CH2:22][N:21]([CH2:26][C:27]([N:29]([CH:33]([CH3:35])[CH3:34])[CH:30]([CH3:32])[CH3:31])=[O:28])[CH2:20]3)=[CH:6][C:7]([F:17])=[C:8]([CH:16]=2)[C:9]([O:11][C:12]([CH3:15])([CH3:14])[CH3:13])=[O:10])[CH2:3][CH2:2]1. (4) Given the reactants [Li+].CC([N-]C(C)C)C.C(NC(C)C)(C)C.[Li]CCCC.[CH3:21][C:22]1[C:23]([C:28]([OH:30])=[O:29])=[N:24][CH:25]=[CH:26][CH:27]=1.[F:31][C:32]1[CH:41]=[CH:40][C:35]([C:36](OC)=[O:37])=[CH:34][CH:33]=1, predict the reaction product. The product is: [F:31][C:32]1[CH:41]=[CH:40][C:35]([C:36](=[O:37])[CH2:21][C:22]2[C:23]([C:28]([OH:30])=[O:29])=[N:24][CH:25]=[CH:26][CH:27]=2)=[CH:34][CH:33]=1. (5) The product is: [N:47]1([CH2:52][C@@H:53]2[CH2:57][CH2:56][CH2:55][N:54]2[C:29]2[N:34]=[CH:33][N:32]=[C:31]([NH:35][C:36]3[CH:37]=[C:38]([CH2:42][S:43]([NH2:46])(=[O:45])=[O:44])[CH:39]=[CH:40][CH:41]=3)[N:30]=2)[CH2:51][CH2:50][CH2:49][CH2:48]1. Given the reactants COCC1CCCCN1C1N=CN=C(NC2C=C(CS(N)(=O)=O)C=CC=2)N=1.Cl[C:29]1[N:34]=[CH:33][N:32]=[C:31]([NH:35][C:36]2[CH:37]=[C:38]([CH2:42][S:43]([NH2:46])(=[O:45])=[O:44])[CH:39]=[CH:40][CH:41]=2)[N:30]=1.[N:47]1([CH2:52][C@@H:53]2[CH2:57][CH2:56][CH2:55][NH:54]2)[CH2:51][CH2:50][CH2:49][CH2:48]1, predict the reaction product. (6) Given the reactants [N:1]([C:4]1[C:9]([C:10]#[N:11])=[CH:8][C:7]([C:12]2[CH:17]=[CH:16][C:15]([O:18][CH3:19])=[CH:14][CH:13]=2)=[CH:6][C:5]=1[C:20]1[CH:25]=[CH:24][C:23]([O:26][CH3:27])=[CH:22][CH:21]=1)=[N+]=[N-], predict the reaction product. The product is: [CH3:27][O:26][C:23]1[CH:24]=[C:25]2[C:20]([C:5]3[CH:6]=[C:7]([C:12]4[CH:17]=[CH:16][C:15]([O:18][CH3:19])=[CH:14][CH:13]=4)[CH:8]=[C:9]([C:10]#[N:11])[C:4]=3[NH:1]2)=[CH:21][CH:22]=1. (7) Given the reactants [Cl:1][C:2]1[C:7]([F:8])=[C:6]([C:9]#[N:10])[CH:5]=[CH:4][C:3]=1[CH:11](C(OC)=O)[C:12]([O:14][C:15](C)(C)C)=[O:13].C(O)(C(F)(F)F)=O, predict the reaction product. The product is: [Cl:1][C:2]1[C:7]([F:8])=[C:6]([C:9]#[N:10])[CH:5]=[CH:4][C:3]=1[CH2:11][C:12]([O:14][CH3:15])=[O:13].